This data is from Catalyst prediction with 721,799 reactions and 888 catalyst types from USPTO. The task is: Predict which catalyst facilitates the given reaction. (1) Reactant: [NH2:1][CH2:2][C:3]([N:5]([C:7]1[C:8]([Cl:27])=[C:9]([C:23]([Cl:26])=[CH:24][CH:25]=1)[CH2:10][O:11][C:12]1[CH:13]=[CH:14][CH:15]=[C:16]2[C:21]=1[N:20]=[C:19]([CH3:22])[CH:18]=[CH:17]2)[CH3:6])=[O:4].[C:28]([NH:31][C:32]1[N:37]=[CH:36][C:35](/[CH:38]=[CH:39]/[C:40](O)=[O:41])=[CH:34][CH:33]=1)(=[O:30])[CH3:29].ON1C2C=CC=CC=2N=N1.Cl.C(N=C=NCCCN(C)C)C. Product: [C:28]([NH:31][C:32]1[N:37]=[CH:36][C:35](/[CH:38]=[CH:39]/[C:40]([NH:1][CH2:2][C:3]([N:5]([C:7]2[C:8]([Cl:27])=[C:9]([C:23]([Cl:26])=[CH:24][CH:25]=2)[CH2:10][O:11][C:12]2[CH:13]=[CH:14][CH:15]=[C:16]3[C:21]=2[N:20]=[C:19]([CH3:22])[CH:18]=[CH:17]3)[CH3:6])=[O:4])=[O:41])=[CH:34][CH:33]=1)(=[O:30])[CH3:29]. The catalyst class is: 145. (2) The catalyst class is: 3. Reactant: [H-].[Na+].[Br:3][C:4]1[CH:5]=[C:6]2[C:10](=[CH:11][CH:12]=1)[NH:9][CH2:8][CH2:7]2.[CH3:13][S:14](Cl)(=[O:16])=[O:15]. Product: [Br:3][C:4]1[CH:5]=[C:6]2[C:10](=[CH:11][CH:12]=1)[N:9]([S:14]([CH3:13])(=[O:16])=[O:15])[CH2:8][CH2:7]2. (3) Reactant: [CH2:1]([O:8][C:9](=[O:38])[NH:10][CH2:11][CH:12]1[CH2:17][CH2:16][CH2:15][CH:14]([NH:18][C:19]([C:21]2[C:22]([C:27]3[C:32](Cl)=[CH:31][C:30]([C:34]([F:37])([F:36])[F:35])=[CH:29][N:28]=3)=[N:23][O:24][C:25]=2[CH3:26])=[O:20])[CH2:13]1)[C:2]1[CH:7]=[CH:6][CH:5]=[CH:4][CH:3]=1.C[Si]([N-][Si](C)(C)C)(C)C.[K+]. Product: [CH2:1]([O:8][C:9](=[O:38])[NH:10][CH2:11][CH:12]1[CH2:17][CH2:16][CH2:15][CH:14]([N:18]2[C:32]3[C:27](=[N:28][CH:29]=[C:30]([C:34]([F:37])([F:36])[F:35])[CH:31]=3)[C:22]3=[N:23][O:24][C:25]([CH3:26])=[C:21]3[C:19]2=[O:20])[CH2:13]1)[C:2]1[CH:7]=[CH:6][CH:5]=[CH:4][CH:3]=1. The catalyst class is: 9. (4) Reactant: COCCO[AlH2-]OCCOC.[Na+].C([O:20][C:21]([CH:23]1[CH2:28][CH2:27][CH:26]([CH2:29][CH:30]=[C:31](F)[F:32])[CH2:25][CH2:24]1)=O)C1C=CC=CC=1.OS(O)(=O)=O. Product: [F:32]/[CH:31]=[CH:30]/[CH2:29][CH:26]1[CH2:27][CH2:28][CH:23]([CH2:21][OH:20])[CH2:24][CH2:25]1. The catalyst class is: 11. (5) Reactant: C(OC(N1CCC([C:14]2[C:22]3[C:17](=[N:18][CH:19]=[CH:20][CH:21]=3)[N:16]([CH2:23][C:24]3[CH:28]=[CH:27][O:26][CH:25]=3)[CH:15]=2)CC1)=O)(C)(C)C. Product: [O:26]1[CH:27]=[CH:28][C:24]([CH2:23][N:16]2[C:17]3=[N:18][CH:19]=[CH:20][CH:21]=[C:22]3[C:14]([N:18]3[CH2:19][CH2:20][CH2:21][CH2:22][CH2:17]3)=[CH:15]2)=[CH:25]1. The catalyst class is: 281. (6) Reactant: [Br:1][C:2]1[CH:3]=[C:4]([NH:9][S:10]([C:13]2[CH:18]=[CH:17][CH:16]=[CH:15][CH:14]=2)(=[O:12])=[O:11])[C:5]([Cl:8])=[N:6][CH:7]=1.[H-].[Na+].[CH3:21]I. Product: [Br:1][C:2]1[CH:3]=[C:4]([N:9]([CH3:21])[S:10]([C:13]2[CH:18]=[CH:17][CH:16]=[CH:15][CH:14]=2)(=[O:11])=[O:12])[C:5]([Cl:8])=[N:6][CH:7]=1. The catalyst class is: 3. (7) Reactant: C(=O)([O-])[O-].[K+].[K+].[Cl:7][C:8]1[C:13]([Cl:14])=[C:12]([OH:15])[CH:11]=[CH:10][C:9]=1[C:16](=[O:18])[CH3:17].Br[CH2:20][CH2:21][CH2:22][CH2:23][O:24][C:25]1[CH:32]=[CH:31][C:28]([C:29]#[N:30])=[CH:27][CH:26]=1. Product: [C:16]([C:9]1[CH:10]=[CH:11][C:12]([O:15][CH2:20][CH2:21][CH2:22][CH2:23][O:24][C:25]2[CH:26]=[CH:27][C:28]([C:29]#[N:30])=[CH:31][CH:32]=2)=[C:13]([Cl:14])[C:8]=1[Cl:7])(=[O:18])[CH3:17]. The catalyst class is: 21. (8) Reactant: [OH:1][C:2]1[CH:7]=[CH:6][CH:5]=[CH:4][C:3]=1[C:8](=[O:17])[CH2:9][C:10]([O:12][C:13]([CH3:16])([CH3:15])[CH3:14])=[O:11].[C:18]1([CH3:26])[CH:23]=[CH:22][C:21]([CH:24]=O)=[CH:20][CH:19]=1.N1CCCCC1.C(O)(=O)C. Product: [OH:1][C:2]1[CH:7]=[CH:6][CH:5]=[CH:4][C:3]=1[C:8](/[C:9](=[CH:26]\[C:18]1[CH:23]=[CH:22][C:21]([CH3:24])=[CH:20][CH:19]=1)/[C:10]([O:12][C:13]([CH3:14])([CH3:16])[CH3:15])=[O:11])=[O:17]. The catalyst class is: 48.